Predict the product of the given reaction. From a dataset of Forward reaction prediction with 1.9M reactions from USPTO patents (1976-2016). Given the reactants [CH3:1][O:2][C:3]([C:5]12[CH2:14][CH:9]3[CH2:10][CH:11]([CH2:13][CH:7]([CH:8]3[NH:15][CH2:16][C:17]([NH2:26])([C:19]3[CH:24]=[CH:23][CH:22]=[C:21]([Cl:25])[CH:20]=3)[CH3:18])[CH2:6]1)[CH2:12]2)=[O:4].Cl[C:28](Cl)([O:30]C(=O)OC(Cl)(Cl)Cl)Cl.C(N(CC)CC)C, predict the reaction product. The product is: [CH3:1][O:2][C:3]([C:5]12[CH2:14][CH:9]3[CH2:10][CH:11]([CH2:13][CH:7]([CH:8]3[N:15]3[CH2:16][C:17]([C:19]4[CH:24]=[CH:23][CH:22]=[C:21]([Cl:25])[CH:20]=4)([CH3:18])[NH:26][C:28]3=[O:30])[CH2:6]1)[CH2:12]2)=[O:4].